Task: Predict the product of the given reaction.. Dataset: Forward reaction prediction with 1.9M reactions from USPTO patents (1976-2016) (1) Given the reactants [CH2:1]([N:3]1[C:7]([C:8]2[CH:9]=[C:10]([C:13]([O:15][CH3:16])=[O:14])[O:11][CH:12]=2)=[CH:6][CH:5]=[N:4]1)[CH3:2].C1C(=O)N([Cl:24])C(=O)C1, predict the reaction product. The product is: [Cl:24][C:6]1[CH:5]=[N:4][N:3]([CH2:1][CH3:2])[C:7]=1[C:8]1[CH:9]=[C:10]([C:13]([O:15][CH3:16])=[O:14])[O:11][CH:12]=1. (2) Given the reactants [Cl:1][C:2]1[S:3][C:4]([C:7](=[O:14])[CH2:8][N:9](C=O)[CH:10]=[O:11])=[CH:5][CH:6]=1.[OH-].[K+].C(O)C, predict the reaction product. The product is: [Cl:1][C:2]1[S:3][C:4]([C:7](=[O:14])[CH2:8][NH:9][CH:10]=[O:11])=[CH:5][CH:6]=1. (3) Given the reactants Br[C:2]1[C:3]([N:24]2[CH2:29][CH2:28][CH2:27][C@@H:26]([NH:30][C:31]([O:33][C:34]([CH3:37])([CH3:36])[CH3:35])=[O:32])[CH2:25]2)=[C:4]2[C:10]([NH:11][C:12]([CH:14]3[CH2:16][CH2:15]3)=[O:13])=[CH:9][N:8]([C:17]([O:19][C:20]([CH3:23])([CH3:22])[CH3:21])=[O:18])[C:5]2=[N:6][CH:7]=1.[C:38](=O)([O-])[O-].[K+].[K+].CB1OB(C)OB(C)O1.CC#N.O, predict the reaction product. The product is: [C:34]([O:33][C:31]([NH:30][C@@H:26]1[CH2:27][CH2:28][CH2:29][N:24]([C:3]2[C:2]([CH3:38])=[CH:7][N:6]=[C:5]3[N:8]([C:17]([O:19][C:20]([CH3:22])([CH3:21])[CH3:23])=[O:18])[CH:9]=[C:10]([NH:11][C:12]([CH:14]4[CH2:16][CH2:15]4)=[O:13])[C:4]=23)[CH2:25]1)=[O:32])([CH3:36])([CH3:37])[CH3:35].